Dataset: Catalyst prediction with 721,799 reactions and 888 catalyst types from USPTO. Task: Predict which catalyst facilitates the given reaction. Reactant: [NH:1]1[C:7]2[CH:8]=[CH:9][CH:10]=[CH:11][C:6]=2[NH:5][CH2:4][CH2:3][CH2:2]1.[N:12]1[CH:17]=[CH:16][CH:15]=[C:14]([CH:18]=O)[CH:13]=1.[BH4-].[Na+]. Product: [N:12]1[CH:17]=[CH:16][CH:15]=[C:14]([CH2:18][N:1]2[C:7]3[CH:8]=[CH:9][CH:10]=[CH:11][C:6]=3[NH:5][CH2:4][CH2:3][CH2:2]2)[CH:13]=1. The catalyst class is: 404.